This data is from NCI-60 drug combinations with 297,098 pairs across 59 cell lines. The task is: Regression. Given two drug SMILES strings and cell line genomic features, predict the synergy score measuring deviation from expected non-interaction effect. (1) Drug 1: C1=CC(=C2C(=C1NCCNCCO)C(=O)C3=C(C=CC(=C3C2=O)O)O)NCCNCCO. Drug 2: CN(C(=O)NC(C=O)C(C(C(CO)O)O)O)N=O. Cell line: CCRF-CEM. Synergy scores: CSS=41.6, Synergy_ZIP=-1.28, Synergy_Bliss=-3.53, Synergy_Loewe=-41.0, Synergy_HSA=-3.04. (2) Drug 1: CS(=O)(=O)C1=CC(=C(C=C1)C(=O)NC2=CC(=C(C=C2)Cl)C3=CC=CC=N3)Cl. Drug 2: CC1=C(C=C(C=C1)C(=O)NC2=CC(=CC(=C2)C(F)(F)F)N3C=C(N=C3)C)NC4=NC=CC(=N4)C5=CN=CC=C5. Cell line: CCRF-CEM. Synergy scores: CSS=14.2, Synergy_ZIP=0.0758, Synergy_Bliss=9.25, Synergy_Loewe=3.26, Synergy_HSA=3.90. (3) Drug 1: CC1=C2C(C(=O)C3(C(CC4C(C3C(C(C2(C)C)(CC1OC(=O)C(C(C5=CC=CC=C5)NC(=O)OC(C)(C)C)O)O)OC(=O)C6=CC=CC=C6)(CO4)OC(=O)C)OC)C)OC. Drug 2: CCC1(C2=C(COC1=O)C(=O)N3CC4=CC5=C(C=CC(=C5CN(C)C)O)N=C4C3=C2)O.Cl. Cell line: LOX IMVI. Synergy scores: CSS=57.8, Synergy_ZIP=2.30, Synergy_Bliss=1.17, Synergy_Loewe=4.21, Synergy_HSA=5.93. (4) Drug 1: C1CC(=O)NC(=O)C1N2CC3=C(C2=O)C=CC=C3N. Drug 2: COC1=CC(=CC(=C1O)OC)C2C3C(COC3=O)C(C4=CC5=C(C=C24)OCO5)OC6C(C(C7C(O6)COC(O7)C8=CC=CS8)O)O. Cell line: COLO 205. Synergy scores: CSS=43.7, Synergy_ZIP=0.642, Synergy_Bliss=1.60, Synergy_Loewe=-35.9, Synergy_HSA=3.38.